This data is from Retrosynthesis with 50K atom-mapped reactions and 10 reaction types from USPTO. The task is: Predict the reactants needed to synthesize the given product. Given the product COc1ccc(C(=O)NCc2cccc3c2CN(C2CCC(=O)NC2=O)C3=O)cc1, predict the reactants needed to synthesize it. The reactants are: COc1ccc(C(=O)Cl)cc1.NCc1cccc2c1CN(C1CCC(=O)NC1=O)C2=O.